This data is from Full USPTO retrosynthesis dataset with 1.9M reactions from patents (1976-2016). The task is: Predict the reactants needed to synthesize the given product. (1) Given the product [CH3:1][O:2][C:3]1[C:12]([CH3:13])=[CH:11][C:10]2[C:9]3[N:8]([CH:7]([CH3:14])[CH2:6][C:5]=2[CH:4]=1)[CH:18]=[C:19]([C:20]([O:22][CH2:23][CH3:24])=[O:21])[C:25](=[O:27])[CH:26]=3, predict the reactants needed to synthesize it. The reactants are: [CH3:1][O:2][C:3]1[CH:4]=[C:5]2[C:10](=[CH:11][C:12]=1[CH3:13])[CH:9]=[N:8][CH:7]([CH3:14])[CH2:6]2.CN([CH:18]=[C:19]([C:25](=[O:27])[CH3:26])[C:20]([O:22][CH2:23][CH3:24])=[O:21])C.COCCOC.C1(Cl)C(=O)C(Cl)=C(Cl)C(=O)C=1Cl. (2) Given the product [CH3:3][N:4]1[C:12]2[C:7](=[CH:8][CH:9]=[C:10]([O:13][CH2:15][C:16]([OH:18])=[O:17])[CH:11]=2)[CH:6]=[N:5]1, predict the reactants needed to synthesize it. The reactants are: [H-].[Na+].[CH3:3][N:4]1[C:12]2[C:7](=[CH:8][CH:9]=[C:10]([OH:13])[CH:11]=2)[CH:6]=[N:5]1.Br[CH2:15][C:16]([O:18]CC)=[O:17]. (3) Given the product [Cl:1][C:2]1[CH:3]=[CH:4][C:5]([C:8]([CH3:9])([CH:10]([CH3:11])[CH3:12])[CH2:13][C:14]([O:16][CH3:17])=[O:15])=[CH:6][CH:7]=1, predict the reactants needed to synthesize it. The reactants are: [Cl:1][C:2]1[CH:7]=[CH:6][C:5]([C:8]([CH:13](C(OC)=O)[C:14]([O:16][CH3:17])=[O:15])([CH:10]([CH3:12])[CH3:11])[CH3:9])=[CH:4][CH:3]=1.[Cl-].[Li+].O.C(OCC)C. (4) Given the product [CH2:18]([O:17][CH:10]([O:14][CH2:15][CH3:16])[CH2:23][C:22](=[O:24])[C:21]([O:26][C:27](=[O:29])[CH3:28])([CH3:25])[CH3:20])[CH3:19], predict the reactants needed to synthesize it. The reactants are: B(F)(F)F.CCOCC.[CH:10]([O:17][CH2:18][CH3:19])([O:14][CH2:15][CH3:16])OCC.[CH3:20][C:21]([O:26][C:27](=[O:29])[CH3:28])([CH3:25])[C:22](=[O:24])[CH3:23].C(N(CC)C(C)C)(C)C.C(=O)([O-])O.[Na+]. (5) Given the product [CH3:27][O:28][C:2]1[C:3]2[CH:25]=[C:11]([C:12]([O:14][CH3:15])=[O:13])[CH2:10][CH2:9][N:8]([CH2:16][C:17]3[CH:18]=[CH:19][C:20]([O:23][CH3:24])=[CH:21][CH:22]=3)[C:4]=2[N:5]=[CH:6][N:7]=1, predict the reactants needed to synthesize it. The reactants are: Cl[C:2]1[N:7]=[CH:6][N:5]=[C:4]([N:8]([CH2:16][C:17]2[CH:22]=[CH:21][C:20]([O:23][CH3:24])=[CH:19][CH:18]=2)[CH2:9][CH2:10][CH2:11][C:12]([O:14][CH3:15])=[O:13])[C:3]=1[CH:25]=O.[CH3:27][O-:28].[Na+].CO.O. (6) The reactants are: [CH2:1]([O:3][C:4]([C:6]1[CH:11]=[CH:10][C:9]([C:12]2[CH:17]=[CH:16][CH:15]=[CH:14][C:13]=2[CH2:18][N:19]2[C:27]3[C:22](=[CH:23][C:24]([C:28]([OH:30])=O)=[CH:25][CH:26]=3)[CH:21]=[CH:20]2)=[CH:8][CH:7]=1)=[O:5])[CH3:2].[N+:31]([C:34]1[CH:39]=[CH:38][C:37]([C@@H:40]([NH2:42])[CH3:41])=[CH:36][CH:35]=1)([O-:33])=[O:32]. Given the product [N+:31]([C:34]1[CH:35]=[CH:36][C:37]([C@@H:40]([NH:42][C:28]([C:24]2[CH:23]=[C:22]3[C:27](=[CH:26][CH:25]=2)[N:19]([CH2:18][C:13]2[CH:14]=[CH:15][CH:16]=[CH:17][C:12]=2[C:9]2[CH:8]=[CH:7][C:6]([C:4]([O:3][CH2:1][CH3:2])=[O:5])=[CH:11][CH:10]=2)[CH:20]=[CH:21]3)=[O:30])[CH3:41])=[CH:38][CH:39]=1)([O-:33])=[O:32], predict the reactants needed to synthesize it. (7) Given the product [F:20][CH:2]1[CH2:5][CH:4]([NH:6][C:7](=[O:13])[O:8][C:9]([CH3:12])([CH3:11])[CH3:10])[CH2:3]1, predict the reactants needed to synthesize it. The reactants are: O[CH:2]1[CH2:5][CH:4]([NH:6][C:7](=[O:13])[O:8][C:9]([CH3:12])([CH3:11])[CH3:10])[CH2:3]1.CCN(S(F)(F)[F:20])CC.N#N.